From a dataset of Forward reaction prediction with 1.9M reactions from USPTO patents (1976-2016). Predict the product of the given reaction. Given the reactants [CH3:1][C:2]([O:5][C:6]([NH:8][CH:9]1[CH2:14][CH2:13][NH:12][CH2:11][CH2:10]1)=[O:7])([CH3:4])[CH3:3].O=[C:16]1[CH2:21][CH2:20][N:19]([C:22]([O:24][CH2:25][C:26]2[CH:31]=[CH:30][CH:29]=[CH:28][CH:27]=2)=[O:23])[CH2:18][CH2:17]1.[BH3-]C#N.[Na+], predict the reaction product. The product is: [CH2:25]([O:24][C:22]([N:19]1[CH2:20][CH2:21][CH:16]([N:12]2[CH2:11][CH2:10][CH:9]([NH:8][C:6]([O:5][C:2]([CH3:1])([CH3:3])[CH3:4])=[O:7])[CH2:14][CH2:13]2)[CH2:17][CH2:18]1)=[O:23])[C:26]1[CH:27]=[CH:28][CH:29]=[CH:30][CH:31]=1.